This data is from NCI-60 drug combinations with 297,098 pairs across 59 cell lines. The task is: Regression. Given two drug SMILES strings and cell line genomic features, predict the synergy score measuring deviation from expected non-interaction effect. (1) Drug 1: C1=CC=C(C(=C1)C(C2=CC=C(C=C2)Cl)C(Cl)Cl)Cl. Drug 2: C1CC(=O)NC(=O)C1N2C(=O)C3=CC=CC=C3C2=O. Cell line: SF-295. Synergy scores: CSS=-1.87, Synergy_ZIP=3.34, Synergy_Bliss=5.25, Synergy_Loewe=4.89, Synergy_HSA=0.167. (2) Drug 1: CC1=C(N=C(N=C1N)C(CC(=O)N)NCC(C(=O)N)N)C(=O)NC(C(C2=CN=CN2)OC3C(C(C(C(O3)CO)O)O)OC4C(C(C(C(O4)CO)O)OC(=O)N)O)C(=O)NC(C)C(C(C)C(=O)NC(C(C)O)C(=O)NCCC5=NC(=CS5)C6=NC(=CS6)C(=O)NCCC[S+](C)C)O. Drug 2: CC(C)(C#N)C1=CC(=CC(=C1)CN2C=NC=N2)C(C)(C)C#N. Cell line: K-562. Synergy scores: CSS=13.8, Synergy_ZIP=-7.51, Synergy_Bliss=-8.43, Synergy_Loewe=-5.49, Synergy_HSA=-3.71.